Task: Predict which catalyst facilitates the given reaction.. Dataset: Catalyst prediction with 721,799 reactions and 888 catalyst types from USPTO (1) Product: [CH2:9]([N:6]1[C:7]2[C:2](=[N:1][CH:15]=[CH:16][N:8]=2)[C:3](=[O:14])[NH:4][C:5]1=[O:13])[CH:10]([CH3:11])[CH3:12]. The catalyst class is: 33. Reactant: [NH2:1][C:2]1[C:3](=[O:14])[NH:4][C:5](=[O:13])[N:6]([CH2:9][CH:10]([CH3:12])[CH3:11])[C:7]=1[NH2:8].[CH:15](S([O-])(=O)=O)(O)[CH:16](S([O-])(=O)=O)O.O.[Na+].[Na+]. (2) Reactant: [Cl:1][C:2]1[CH:3]=[C:4]([C@@H:9]([OH:15])[CH2:10][NH:11][CH2:12][CH2:13][OH:14])[CH:5]=[CH:6][C:7]=1[Cl:8].[CH3:16][C:17]([O:20][C:21](O[C:21]([O:20][C:17]([CH3:19])([CH3:18])[CH3:16])=[O:22])=[O:22])([CH3:19])[CH3:18]. Product: [Cl:1][C:2]1[CH:3]=[C:4]([C@@H:9]([OH:15])[CH2:10][N:11]([CH2:12][CH2:13][OH:14])[C:21](=[O:22])[O:20][C:17]([CH3:19])([CH3:18])[CH3:16])[CH:5]=[CH:6][C:7]=1[Cl:8]. The catalyst class is: 2. (3) Reactant: [Cl:1][C:2]1[CH:7]=[C:6]([C:8]([C:10]2[C:11]([C:16]#[N:17])=[N:12][CH:13]=[CH:14][CH:15]=2)=O)[CH:5]=[CH:4][N:3]=1.[CH3:18][C:19]([S:22]([NH2:24])=[O:23])([CH3:21])[CH3:20].CO.C([O-])([O-])=O.[Na+].[Na+]. Product: [Cl:1][C:2]1[CH:7]=[C:6]([C:8]([C:10]2[C:11]([C:16]#[N:17])=[N:12][CH:13]=[CH:14][CH:15]=2)=[N:24][S:22]([C:19]([CH3:21])([CH3:20])[CH3:18])=[O:23])[CH:5]=[CH:4][N:3]=1. The catalyst class is: 1. (4) Reactant: [Cl:1][C:2]1[CH:3]=[C:4]([NH2:10])[C:5]([NH2:9])=[CH:6][C:7]=1[Cl:8].O=[C:12]([C:18]1[S:19][CH:20]=[CH:21][CH:22]=1)[C:13](OCC)=[O:14]. Product: [Cl:1][C:2]1[CH:3]=[C:4]2[C:5](=[CH:6][C:7]=1[Cl:8])[NH:9][C:13](=[O:14])[C:12]([C:18]1[S:19][CH:20]=[CH:21][CH:22]=1)=[N:10]2. The catalyst class is: 8. (5) Reactant: [CH2:1]([O:3][C:4]([C:6]1[C:14]2[C:9](=[CH:10][CH:11]=[CH:12][CH:13]=2)[NH:8][CH:7]=1)=[O:5])[CH3:2].C(=O)([O-])[O-].[K+].[K+].Br[CH2:22][C:23]([O:25][C:26]([CH3:29])([CH3:28])[CH3:27])=[O:24].CCOC(C)=O. Product: [CH2:1]([O:3][C:4]([C:6]1[C:14]2[C:9](=[CH:10][CH:11]=[CH:12][CH:13]=2)[N:8]([CH2:22][C:23]([O:25][C:26]([CH3:29])([CH3:28])[CH3:27])=[O:24])[CH:7]=1)=[O:5])[CH3:2]. The catalyst class is: 144. (6) Reactant: C1C2C(COC([NH:18][C@@H:19]([C:23]([O:25][C@H:26](/[CH:58]=[CH:59]/[CH2:60][CH2:61][S:62][C:63]([C:76]3[CH:81]=[CH:80][CH:79]=[CH:78][CH:77]=3)([C:70]3[CH:75]=[CH:74][CH:73]=[CH:72][CH:71]=3)[C:64]3[CH:69]=[CH:68][CH:67]=[CH:66][CH:65]=3)[CH2:27][C:28]([NH:30][CH2:31][C:32]3[CH:37]=[CH:36][CH:35]=[C:34]([CH2:38][N:39]([CH2:50][C:51]4[CH:56]=[CH:55][C:54]([Cl:57])=[CH:53][CH:52]=4)[CH2:40][C:41](=[O:49])[O:42]CC[Si](C)(C)C)[N:33]=3)=[O:29])=[O:24])[CH:20]([CH3:22])[CH3:21])=O)C3C(=CC=CC=3)C=2C=CC=1.CCCC[N+](CCCC)(CCCC)CCCC.[F-]. Product: [NH2:18][C@H:19]([C:23]([O:25][C@H:26](/[CH:58]=[CH:59]/[CH2:60][CH2:61][S:62][C:63]([C:76]1[CH:77]=[CH:78][CH:79]=[CH:80][CH:81]=1)([C:64]1[CH:65]=[CH:66][CH:67]=[CH:68][CH:69]=1)[C:70]1[CH:75]=[CH:74][CH:73]=[CH:72][CH:71]=1)[CH2:27][C:28]([NH:30][CH2:31][C:32]1[N:33]=[C:34]([CH2:38][N:39]([CH2:50][C:51]2[CH:52]=[CH:53][C:54]([Cl:57])=[CH:55][CH:56]=2)[CH2:40][C:41]([OH:49])=[O:42])[CH:35]=[CH:36][CH:37]=1)=[O:29])=[O:24])[CH:20]([CH3:22])[CH3:21]. The catalyst class is: 1.